Task: Predict the product of the given reaction.. Dataset: Forward reaction prediction with 1.9M reactions from USPTO patents (1976-2016) (1) Given the reactants [F:1][C:2]1[CH:33]=[CH:32][C:5]([CH2:6][C:7]2[CH:16]=[C:15]3[C:10]([C:11]([OH:31])=[C:12]([C:26]([O:28]CC)=O)[C:13](=[O:25])[N:14]3[CH2:17][CH2:18][N:19]3[CH2:23][CH2:22][CH2:21][C:20]3=[O:24])=[N:9][CH:8]=2)=[CH:4][CH:3]=1.[CH:34]1([NH2:37])[CH2:36][CH2:35]1, predict the reaction product. The product is: [CH:34]1([NH:37][C:26]([C:12]2[C:13](=[O:25])[N:14]([CH2:17][CH2:18][N:19]3[CH2:23][CH2:22][CH2:21][C:20]3=[O:24])[C:15]3[C:10]([C:11]=2[OH:31])=[N:9][CH:8]=[C:7]([CH2:6][C:5]2[CH:4]=[CH:3][C:2]([F:1])=[CH:33][CH:32]=2)[CH:16]=3)=[O:28])[CH2:36][CH2:35]1. (2) Given the reactants [CH2:1]([O:8][C:9]([NH:11][C@H:12]1[CH2:17][CH2:16][C@H:15]([C:18]([OH:20])=O)[CH2:14][CH2:13]1)=[O:10])[C:2]1[CH:7]=[CH:6][CH:5]=[CH:4][CH:3]=1.[NH2:21][C:22]1[CH:27]=[CH:26][CH:25]=[CH:24][C:23]=1[OH:28], predict the reaction product. The product is: [CH2:1]([O:8][C:9]([NH:11][C@H:12]1[CH2:13][CH2:14][C@H:15]([C:18]([NH:21][C:22]2[CH:27]=[CH:26][CH:25]=[CH:24][C:23]=2[OH:28])=[O:20])[CH2:16][CH2:17]1)=[O:10])[C:2]1[CH:3]=[CH:4][CH:5]=[CH:6][CH:7]=1.